This data is from Reaction yield outcomes from USPTO patents with 853,638 reactions. The task is: Predict the reaction yield, written as a fraction of the theoretical maximum amount of product (1.0 means a 100% yield; for example, 0.34 means a 34% yield). (1) The reactants are [NH2:1][C:2]1[CH:10]=[CH:9][CH:8]=[C:7]([Cl:11])[C:3]=1[C:4]([OH:6])=O.O=S(Cl)Cl.[NH2:16][C:17]1(N)[CH2:22][CH:21]=[CH:20][CH:19]=[C:18]1[C:23]1[CH:28]=[CH:27][CH:26]=[CH:25][CH:24]=1.C(Cl)(Cl)Cl. The catalyst is C1C=CC=CC=1. The product is [NH2:1][C:2]1[CH:10]=[CH:9][CH:8]=[C:7]([Cl:11])[C:3]=1[C:4]([NH:16][C:17]1[CH:22]=[CH:21][CH:20]=[CH:19][C:18]=1[C:23]1[CH:24]=[CH:25][CH:26]=[CH:27][CH:28]=1)=[O:6]. The yield is 0.570. (2) The catalyst is CN(C=O)C.C1C=CC([P]([Pd]([P](C2C=CC=CC=2)(C2C=CC=CC=2)C2C=CC=CC=2)([P](C2C=CC=CC=2)(C2C=CC=CC=2)C2C=CC=CC=2)[P](C2C=CC=CC=2)(C2C=CC=CC=2)C2C=CC=CC=2)(C2C=CC=CC=2)C2C=CC=CC=2)=CC=1. The yield is 0.530. The product is [Cl:1][C:2]1[C:7]([Cl:8])=[CH:6][CH:5]=[CH:4][C:3]=1[C:13]1[CH:14]=[C:15]([S:19]([NH:22][C:23]2[CH:28]=[CH:27][CH:26]=[CH:25][C:24]=2[S:29]([NH2:32])(=[O:30])=[O:31])(=[O:21])=[O:20])[CH:16]=[CH:17][CH:18]=1. The reactants are [Cl:1][C:2]1[C:7]([Cl:8])=[CH:6][CH:5]=[CH:4][C:3]=1B(O)O.Br[C:13]1[CH:14]=[C:15]([S:19]([NH:22][C:23]2[CH:28]=[CH:27][CH:26]=[CH:25][C:24]=2[S:29]([NH2:32])(=[O:31])=[O:30])(=[O:21])=[O:20])[CH:16]=[CH:17][CH:18]=1.C([O-])([O-])=O.[Na+].[Na+]. (3) The reactants are [OH:1][C:2]1[C:3]2[CH:20]=[CH:19][S:18][C:4]=2[N:5]([CH2:14][CH:15]([CH3:17])[CH3:16])[C:6](=[O:13])[C:7]=1[C:8]([O:10]CC)=O.[N:21]1([CH2:27][CH2:28][CH2:29][NH2:30])[CH2:26][CH2:25][CH2:24][CH2:23][CH2:22]1. The catalyst is C1(C)C=CC=CC=1. The product is [OH:1][C:2]1[C:3]2[CH:20]=[CH:19][S:18][C:4]=2[N:5]([CH2:14][CH:15]([CH3:16])[CH3:17])[C:6](=[O:13])[C:7]=1[C:8]([NH:30][CH2:29][CH2:28][CH2:27][N:21]1[CH2:26][CH2:25][CH2:24][CH2:23][CH2:22]1)=[O:10]. The yield is 0.830. (4) The reactants are [CH3:1][O:2][C:3]1[CH:8]=[CH:7][C:6]([C:9]2([C:15]([O:17][C:18]3[CH:23]=[CH:22][C:21]([C:24]([NH:26][O:27]CC4C=CC=CC=4)=[O:25])=[CH:20][CH:19]=3)=[O:16])[CH2:14][CH2:13][CH2:12][CH2:11][CH2:10]2)=[CH:5][CH:4]=1. The catalyst is [Pd].CO.C(OCC)C. The product is [CH3:1][O:2][C:3]1[CH:8]=[CH:7][C:6]([C:9]2([C:15]([O:17][C:18]3[CH:19]=[CH:20][C:21]([C:24]([NH:26][OH:27])=[O:25])=[CH:22][CH:23]=3)=[O:16])[CH2:14][CH2:13][CH2:12][CH2:11][CH2:10]2)=[CH:5][CH:4]=1. The yield is 0.640. (5) The reactants are [C:1]([CH2:3][C:4]([O:6]CC)=O)#[N:2].C(N(CC)CC)C.[CH3:16][N:17]([C@@H:27]1[C@H:32]([CH3:33])[CH2:31][CH2:30][NH:29][CH2:28]1)[C:18]1[C:19]2[CH:26]=[CH:25][NH:24][C:20]=2[N:21]=[CH:22][N:23]=1. The catalyst is C1(C)C=CC=CC=1. The product is [CH3:33][C@@H:32]1[CH2:31][CH2:30][N:29]([C:4](=[O:6])[CH2:3][C:1]#[N:2])[CH2:28][C@@H:27]1[N:17]([CH3:16])[C:18]1[C:19]2[CH:26]=[CH:25][NH:24][C:20]=2[N:21]=[CH:22][N:23]=1. The yield is 0.520. (6) The reactants are [C:1]([C:4]1[CH:12]=[CH:11][C:7]([C:8]([OH:10])=O)=[CH:6][CH:5]=1)(=[O:3])[CH3:2].[CH2:13]([NH2:25])[CH2:14][CH2:15][CH2:16][CH2:17][CH2:18][CH2:19][CH2:20][CH2:21][CH2:22][CH2:23][CH3:24]. No catalyst specified. The product is [C:1]([C:4]1[CH:5]=[CH:6][C:7]([C:8]([NH:25][CH2:13][CH2:14][CH2:15][CH2:16][CH2:17][CH2:18][CH2:19][CH2:20][CH2:21][CH2:22][CH2:23][CH3:24])=[O:10])=[CH:11][CH:12]=1)(=[O:3])[CH3:2]. The yield is 0.540. (7) The reactants are [Si]([O:8][CH2:9][C@@H:10]([N:19]1[CH:24]=[CH:23][C:22]([C:25]2[CH:30]=[CH:29][N:28]=[C:27]([NH:31][C:32]3[C:33]([CH3:38])=[N:34][N:35]([CH3:37])[CH:36]=3)[N:26]=2)=[CH:21][C:20]1=[O:39])[C:11]1[CH:16]=[CH:15][C:14]([Cl:17])=[C:13]([F:18])[CH:12]=1)(C(C)(C)C)(C)C.CCCC[N+](CCCC)(CCCC)CCCC.[F-].O. The catalyst is C1COCC1. The product is [Cl:17][C:14]1[CH:15]=[CH:16][C:11]([C@H:10]([N:19]2[CH:24]=[CH:23][C:22]([C:25]3[CH:30]=[CH:29][N:28]=[C:27]([NH:31][C:32]4[C:33]([CH3:38])=[N:34][N:35]([CH3:37])[CH:36]=4)[N:26]=3)=[CH:21][C:20]2=[O:39])[CH2:9][OH:8])=[CH:12][C:13]=1[F:18]. The yield is 0.710.